Dataset: Peptide-MHC class I binding affinity with 185,985 pairs from IEDB/IMGT. Task: Regression. Given a peptide amino acid sequence and an MHC pseudo amino acid sequence, predict their binding affinity value. This is MHC class I binding data. (1) The peptide sequence is KECVDGTLL. The MHC is HLA-B15:09 with pseudo-sequence HLA-B15:09. The binding affinity (normalized) is 0.0847. (2) The peptide sequence is RLKSSQTIEL. The MHC is HLA-A02:01 with pseudo-sequence HLA-A02:01. The binding affinity (normalized) is 0.462. (3) The binding affinity (normalized) is 0.0459. The peptide sequence is QDPLLGTLS. The MHC is HLA-B44:03 with pseudo-sequence HLA-B44:03. (4) The peptide sequence is KCDICTDEY. The MHC is HLA-B15:01 with pseudo-sequence HLA-B15:01. The binding affinity (normalized) is 0.0847. (5) The peptide sequence is IVLPEKDSW. The MHC is HLA-B35:03 with pseudo-sequence HLA-B35:03. The binding affinity (normalized) is 0. (6) The peptide sequence is AENLWFTVY. The MHC is Mamu-A11 with pseudo-sequence Mamu-A11. The binding affinity (normalized) is 0.554. (7) The peptide sequence is VMSELFDTL. The MHC is HLA-A02:11 with pseudo-sequence HLA-A02:11. The binding affinity (normalized) is 1.00. (8) The peptide sequence is VVPRHRSV. The MHC is H-2-Kb with pseudo-sequence H-2-Kb. The binding affinity (normalized) is 0.283.